Dataset: Full USPTO retrosynthesis dataset with 1.9M reactions from patents (1976-2016). Task: Predict the reactants needed to synthesize the given product. (1) Given the product [CH3:18][C:11]1[C:12]([C:14]([F:17])([F:15])[F:16])=[CH:13][C:8]2[N:7]=[C:22]([C:23]3[CH:28]=[CH:27][CH:26]=[C:25]([C:29]4[CH:34]=[N:33][CH:32]=[N:31][CH:30]=4)[CH:24]=3)[CH2:21][C:20](=[O:36])[NH:19][C:9]=2[CH:10]=1, predict the reactants needed to synthesize it. The reactants are: C(OC(=O)[NH:7][C:8]1[CH:13]=[C:12]([C:14]([F:17])([F:16])[F:15])[C:11]([CH3:18])=[CH:10][C:9]=1[NH:19][C:20](=[O:36])[CH2:21][C:22](=O)[C:23]1[CH:28]=[CH:27][CH:26]=[C:25]([C:29]2[CH:30]=[N:31][CH:32]=[N:33][CH:34]=2)[CH:24]=1)(C)(C)C.C(O)(C(F)(F)F)=O. (2) Given the product [O:1]1[CH:5]=[CH:4][CH:3]=[C:2]1[C:6]1[NH:10][C:9]2[C:11]([O:18][CH3:19])=[CH:12][CH:13]=[C:14]([C:15]([NH:25][C:21]3[S:20][CH:24]=[CH:23][N:22]=3)=[O:17])[C:8]=2[N:7]=1, predict the reactants needed to synthesize it. The reactants are: [O:1]1[CH:5]=[CH:4][CH:3]=[C:2]1[C:6]1[NH:10][C:9]2[C:11]([O:18][CH3:19])=[CH:12][CH:13]=[C:14]([C:15]([OH:17])=O)[C:8]=2[N:7]=1.[S:20]1[CH:24]=[CH:23][N:22]=[C:21]1[NH2:25].